This data is from Forward reaction prediction with 1.9M reactions from USPTO patents (1976-2016). The task is: Predict the product of the given reaction. (1) Given the reactants [C:1]([O:5][C:6](=[O:11])[NH:7][CH2:8][CH2:9][NH2:10])([CH3:4])([CH3:3])[CH3:2].[CH3:12][C:13]([CH3:15])=O.[Si]([C:20]#[N:21])(C)(C)C, predict the reaction product. The product is: [C:1]([O:5][C:6](=[O:11])[NH:7][CH2:8][CH2:9][NH:10][C:13]([C:20]#[N:21])([CH3:15])[CH3:12])([CH3:4])([CH3:2])[CH3:3]. (2) Given the reactants C(OC([N:8](C(OC(C)(C)C)=O)[C:9]1[N:10]=[CH:11][C:12]([N:36]2[CH2:41][C@H:40]3[C@H:38]([CH:39]3[C:42]([OH:44])=[O:43])[CH2:37]2)=[N:13][C:14]=1[C:15]1[O:16][C:17]([C:20]2[CH:25]=[CH:24][C:23]([CH2:26][N:27](C(OC(C)(C)C)=O)[CH3:28])=[CH:22][CH:21]=2)=[N:18][N:19]=1)=O)(C)(C)C.C(O)(C(F)(F)F)=O, predict the reaction product. The product is: [NH2:8][C:9]1[N:10]=[CH:11][C:12]([N:36]2[CH2:37][C@H:38]3[C@H:40]([CH:39]3[C:42]([OH:44])=[O:43])[CH2:41]2)=[N:13][C:14]=1[C:15]1[O:16][C:17]([C:20]2[CH:25]=[CH:24][C:23]([CH2:26][NH:27][CH3:28])=[CH:22][CH:21]=2)=[N:18][N:19]=1. (3) Given the reactants C1C=CC(P(C2C=CC=CC=2)C2C=CC=CC=2)=CC=1.CCN(CC)CC.[CH2:27]([O:34][C:35]([NH:37][C@H:38]([C:51]([NH:53][CH2:54][C:55]([C:57]1[C:58]([O:67][CH3:68])=[N:59][C:60]2[C:65]([CH:66]=1)=[CH:64][CH:63]=[CH:62][CH:61]=2)=O)=[O:52])[CH2:39][CH2:40][CH2:41][CH2:42][CH2:43][C:44]([O:46][C:47]([CH3:50])([CH3:49])[CH3:48])=[O:45])=[O:36])[C:28]1[CH:33]=[CH:32][CH:31]=[CH:30][CH:29]=1, predict the reaction product. The product is: [CH2:27]([O:34][C:35]([NH:37][C@H:38]([C:51]1[O:52][C:55]([C:57]2[C:58]([O:67][CH3:68])=[N:59][C:60]3[C:65]([CH:66]=2)=[CH:64][CH:63]=[CH:62][CH:61]=3)=[CH:54][N:53]=1)[CH2:39][CH2:40][CH2:41][CH2:42][CH2:43][C:44]([O:46][C:47]([CH3:49])([CH3:48])[CH3:50])=[O:45])=[O:36])[C:28]1[CH:29]=[CH:30][CH:31]=[CH:32][CH:33]=1.